Dataset: Experimentally validated miRNA-target interactions with 360,000+ pairs, plus equal number of negative samples. Task: Binary Classification. Given a miRNA mature sequence and a target amino acid sequence, predict their likelihood of interaction. (1) The miRNA is mmu-miR-764-5p with sequence GGUGCUCACAUGUCCUCCU. The protein sequence of the target gene is MPRKAASPEEAAGEPGPEEMEAGRPRPVLRSVNSREPSQVIFCNRSPRVVLPLWLNFDGEPQPYPILPPGTGRRIHSYRGHLWLFRDAGTHDGLLVNQTELFVPSLNVDGQPIFANITLPVYTLKERCLQVVRSLVKPENYRRLDIVRSLYEDLEDYPSVRKDIQRLSQEHLESQHLEEEP. Result: 0 (no interaction). (2) The miRNA is hsa-miR-6832-5p with sequence AGUAGAGAGGAAAAGUUAGGGUC. The protein sequence of the target gene is MSESWQQPPQTQPQQPQAPQPQHHAETPPALAEHTLPPGSAENPLGCAVYGILLQPDPGLQPPQHAPLQAGEPGPKCGVCGHDLAHLSSPHEHQCLAGHDRSFQCTQCLKIFHQATDLLEHQCVQAEQKPFVCGVCKMGFSLLTSLAQHHSSHTGMVKCSICDKTYKPAEAAEPATTTAPSLPSAPPPANIAPVEQPEKPYSCPVCQKPFKHLSELSRHERIHTGEKPYKCTLCDKSFSQSSHLVHHKRTHSSERPYKCAVCEKTFKHRSHLVRHMYAHSGEHHLFRCNVCELHFKESSE.... Result: 0 (no interaction). (3) The miRNA is mmu-miR-466o-5p with sequence UGAUGUGUGUGUACAUGUACAU. The protein sequence of the target gene is MPQAFLLGSIHEPAGALMEPQPCPGSLAESFLEEELRLNAELSQLQFSEPVGIIYNPVEYAWEPHRNYVTRYCQGPKEVLFLGMNPGPFGMAQTGVPFGEVSMVRDWLGIVGPVLTPPQEHPKRPVLGLECPQSEVSGARFWGFFRNLCGQPEVFFHHCFVHNLCPLLFLAPSGRNLTPAELPAKQREQLLGICDAALCRQVQLLGVRLVVGVGRLAEQRARRALAGLMPEVQVEGLLHPSPRNPQANKGWEAVAKERLNELGLLPLLLK. Result: 0 (no interaction). (4) The miRNA is mmu-miR-421-3p with sequence AUCAACAGACAUUAAUUGGGCGC. The protein sequence of the target gene is MAKLWFKFQRYFRRKPVRFFTFLALYLTAGSLVFLHSGFVGQPAVSGNQANPAAAGGPAEGAELSFLGDMHLGRGFRDTGEASSIARRYGPWFKGKDGNERAKLGDYGGAWSRALKGRVVREKEEERAKYIGCYLDDTQSRALRGVSFFDYKKMTIFRCQDNCAERGYLYGGLEFGAECYCGHKIQATNVSEAECDMECKGERGSVCGGANRLSVYRLQLAQESARRYGSAVFRGCFRRPDNLSLALPVTAAMLNMSVDKCVDFCTEKEYPLAALAGTACHCGFPTTRFPLHDREDEQLC.... Result: 0 (no interaction). (5) The miRNA is hsa-miR-106a-3p with sequence CUGCAAUGUAAGCACUUCUUAC. The protein sequence of the target gene is MNSYFEQASGFYGHPHQATGMAMGSGGHHDQTASAAAAAYRGFPLSLGMSPYANHHLQRTTQDSPYDASITAACNKIYGDGAGAYKQDCLNIKADAVNGYKDIWNTGGSNGGGGGGGGGGGGGAGGTGGAGNANGGNAANANGQNNPAGGMPVRPSACTPDSRVGGYLDTSGGSPVSHRGGSAGGNVSVSGGNGNAGGVQSGVGVAGAGTAWNANCTISGAAAQTAAASSLHQASNHTFYPWMAIAGECPEDPTKSKIRSDLTQYGGISTDMGKRYSESLAGSLLPDWLGTNGLRRRGRQ.... Result: 0 (no interaction). (6) The miRNA is hsa-miR-938 with sequence UGCCCUUAAAGGUGAACCCAGU. The protein sequence of the target gene is MHLARLVGSCSLLLLLGALSGWAASDDPIEKVIEGINRGLSNAEREVGKALDGINSGITHAGREVEKVFNGLSNMGSHTGKELDKGVQGLNHGMDKVAHEINHGIGQAGKEAEKLGHGVNNAAGQVGKEADKLIHHGVHHGANQAGSEAGKFGQGVDNAAGQAGNEAGRFGQGVHHAAGQAGNEAGRFGQGVHHAAGQAGNEAGRFGQGAHHGLSEGWKETEKFGQGIHHAAGQVGKEAEKFGQGAHHAAGQAGNEAGRFGQGVHHGLSEGWKETEKFGQGVHHTAGQVGKEAEKFGQGA.... Result: 0 (no interaction). (7) The miRNA is hsa-miR-4639-3p with sequence UCACUCUCACCUUGCUUUGC. The protein sequence of the target gene is MACLGLRRYKAQLQLPSRTWPFVALLTLLFIPVFSEAIQVTQPSVVLASSHGVASFPCEYSPSHNTDEVRVTVLRQTNDQMTEVCATTFTEKNTVGFLDYPFCSGTFNESRVNLTIQGLRAVDTGLYLCKVELMYPPPYFVGMGNGTQIYVIDPEPCPDSDFLLWILVAVSLGLFFYSFLVSAVSLSKMLKKRSPLTTGVYVKMPPTEPECEKQFQPYFIPIN. Result: 0 (no interaction). (8) The miRNA is mmu-miR-3057-3p with sequence UCCCACAGGCCCAGCUCAUAGC. The protein sequence of the target gene is MLPSNITSTHPAVFLLVGIPGLEHLHAWISIPFCFAYTLALLGNCTLLFIIQADAALHEPMYLFLAMLATIDLVLSSTTLPKMLAIFWFRDQEINFFACLVQMFFLHSFSIMESAVLLAMAFDRYVAICKPLHYTTVLTGSLITKIGMAAVARAVTLMTPLPFLLRRFHYCRGPVIAHCYCEHMAVVRLACGDTSFNNIYGIAVAMFIVVLDLLFVILSYVFILQAVLQLASQEARYKAFGTCVSHIGAILSTYTPVVISSVMHRVARHAAPRVHILLAIFYLLFPPMVNPIIYGVKTKQ.... Result: 0 (no interaction). (9) The miRNA is mmu-miR-669m-3p with sequence AUAUACAUCCACACAAACAUAU. The protein sequence of the target gene is MTQWDLKTVLSLPQYPGEFLHPVVYACTAVMLLCLLASVITYILHQSAIRISRKGRHALLNFCFHAALTFTVFAGGINRTQHPILCQAVGIALHYSTLSTMLWIGVTARNIYKQVTKKALPCPGADQPPYPKQPLLRFYLISGGVPFIICGVTAATNIRNYGTEDEDVAYCWMAWEPSLGAFYGPAAFIALVTCVYFLCTYVQLRRHPERRYELRERTEEQQRLAVPESGHRHGVRPGTPPTCDALAASQLQNEHSFKAQLRAAAFTLFLFTATWTFGALAVSQGHFLDMIFSCLYGAFC.... Result: 1 (interaction).